Dataset: Full USPTO retrosynthesis dataset with 1.9M reactions from patents (1976-2016). Task: Predict the reactants needed to synthesize the given product. (1) Given the product [C:1]1([CH:7]([NH:14][CH:19]([P:15]([OH:17])[OH:16])[CH:18]([CH3:20])[CH3:22])[C:8]2[CH:9]=[CH:10][CH:11]=[CH:12][CH:13]=2)[CH:6]=[CH:5][CH:4]=[CH:3][CH:2]=1, predict the reactants needed to synthesize it. The reactants are: [C:1]1([CH:7]([NH2:14])[C:8]2[CH:13]=[CH:12][CH:11]=[CH:10][CH:9]=2)[CH:6]=[CH:5][CH:4]=[CH:3][CH:2]=1.[PH2:15]([OH:17])=[O:16].[C:18](=O)([CH3:20])[CH3:19].[CH2:22](O)C. (2) The reactants are: [C:1]([O:5][C:6]([N:8]1[C:12]2=[N:13][CH:14]=[CH:15][C:16]([CH2:17][NH:18][C@H:19]([C@@H:23]([CH3:26])[CH2:24][CH3:25])[C:20](O)=[O:21])=[C:11]2[C:10]([C:27]([O:29][CH3:30])=[O:28])=[CH:9]1)=[O:7])([CH3:4])([CH3:3])[CH3:2].CN(C(ON1N=N[C:41]2[CH:42]=[CH:43][CH:44]=[N:45][C:40]1=2)=[N+](C)C)C.F[P-](F)(F)(F)(F)F.C1(N)CCCC1.CN1CCOCC1. Given the product [CH:40]1([NH:45][C:20](=[O:21])[C@H:19]([NH:18][CH2:17][C:16]2[CH:15]=[CH:14][N:13]=[C:12]3[N:8]([C:6]([O:5][C:1]([CH3:2])([CH3:4])[CH3:3])=[O:7])[CH:9]=[C:10]([C:27]([O:29][CH3:30])=[O:28])[C:11]=23)[C@@H:23]([CH3:26])[CH2:24][CH3:25])[CH2:41][CH2:42][CH2:43][CH2:44]1, predict the reactants needed to synthesize it.